Predict which catalyst facilitates the given reaction. From a dataset of Catalyst prediction with 721,799 reactions and 888 catalyst types from USPTO. (1) Reactant: [Cl:1][C:2]1[C:7]([N:8]2[CH2:13][CH2:12][O:11][CH:10]([CH2:14][OH:15])[CH2:9]2)=[CH:6][C:5]([C:16]#[N:17])=[CH:4][C:3]=1[NH:18][C:19]1[N:24]=[C:23]([N:25]([CH:35]2[CH2:37][CH2:36]2)[CH2:26][C:27]2[CH:32]=[CH:31][C:30]([O:33][CH3:34])=[CH:29][CH:28]=2)[C:22]2=[N:38][CH:39]=[C:40]([C:41]#[N:42])[N:21]2[N:20]=1.C(N(CC)CC)C.[CH3:50][S:51](Cl)(=[O:53])=[O:52].C(=O)(O)[O-].[Na+]. Product: [CH3:50][S:51]([O:15][CH2:14][CH:10]1[O:11][CH2:12][CH2:13][N:8]([C:7]2[CH:6]=[C:5]([C:16]#[N:17])[CH:4]=[C:3]([NH:18][C:19]3[N:24]=[C:23]([N:25]([CH:35]4[CH2:37][CH2:36]4)[CH2:26][C:27]4[CH:28]=[CH:29][C:30]([O:33][CH3:34])=[CH:31][CH:32]=4)[C:22]4=[N:38][CH:39]=[C:40]([C:41]#[N:42])[N:21]4[N:20]=3)[C:2]=2[Cl:1])[CH2:9]1)(=[O:53])=[O:52]. The catalyst class is: 56. (2) Reactant: [N:1]([CH2:4][CH2:5][CH:6]1[CH2:8][CH:7]1[CH:9]1[CH2:14][CH2:13][N:12]([C:15]2[N:20]=[CH:19][C:18]([Cl:21])=[CH:17][N:16]=2)[CH2:11][CH2:10]1)=[N+]=[N-].C1C=CC(P(C2C=CC=CC=2)C2C=CC=CC=2)=CC=1.O. Product: [Cl:21][C:18]1[CH:17]=[N:16][C:15]([N:12]2[CH2:13][CH2:14][CH:9]([CH:7]3[CH2:8][CH:6]3[CH2:5][CH2:4][NH2:1])[CH2:10][CH2:11]2)=[N:20][CH:19]=1. The catalyst class is: 1. (3) Reactant: [Cl:1][C:2]1[CH:3]=[C:4]([C@@H:8]2[C@@H:13]([C:14]3[CH:19]=[CH:18][C:17]([Cl:20])=[CH:16][CH:15]=3)[N:12]([C@@H:21]([CH2:24][CH3:25])[CH2:22][OH:23])[C:11](=[O:26])[C@@H:10]([CH2:27][C:28]([O:30]C(C)(C)C)=[O:29])[O:9]2)[CH:5]=[CH:6][CH:7]=1.FC(F)(F)C(O)=O.C(#N)C.O. Product: [Cl:1][C:2]1[CH:3]=[C:4]([C@@H:8]2[C@@H:13]([C:14]3[CH:15]=[CH:16][C:17]([Cl:20])=[CH:18][CH:19]=3)[N:12]([C@@H:21]([CH2:24][CH3:25])[CH2:22][OH:23])[C:11](=[O:26])[C@@H:10]([CH2:27][C:28]([OH:30])=[O:29])[O:9]2)[CH:5]=[CH:6][CH:7]=1. The catalyst class is: 2. (4) Reactant: [OH:1][CH2:2][C:3]1[CH:7]=[C:6]([NH:8][C:9](=[O:17])[O:10][C:11]2[CH:16]=[CH:15][CH:14]=[CH:13][CH:12]=2)[N:5]([C:18]2[CH:23]=[CH:22][CH:21]=[CH:20][CH:19]=2)[N:4]=1.CC1C=CC(S([O-])(=O)=O)=CC=1.[NH+]1C=CC=CC=1.[Br:41]N1C(=O)CCC1=O. Product: [Br:41][C:7]1[C:3]([CH2:2][OH:1])=[N:4][N:5]([C:18]2[CH:23]=[CH:22][CH:21]=[CH:20][CH:19]=2)[C:6]=1[NH:8][C:9](=[O:17])[O:10][C:11]1[CH:16]=[CH:15][CH:14]=[CH:13][CH:12]=1. The catalyst class is: 2.